Dataset: Reaction yield outcomes from USPTO patents with 853,638 reactions. Task: Predict the reaction yield, written as a fraction of the theoretical maximum amount of product (1.0 means a 100% yield; for example, 0.34 means a 34% yield). (1) The reactants are [Al+3].[Cl-].[Cl-].[Cl-].[C:5]12([C:15](Cl)=[O:16])[CH2:14][CH:9]3[CH2:10][CH:11]([CH2:13][CH:7]([CH2:8]3)[CH2:6]1)[CH2:12]2.[F:18][C:19]1[CH:20]=[C:21]([OH:25])[CH:22]=[CH:23][CH:24]=1.CCCCCCC.C1(C)C=CC=CC=1. The catalyst is ClCCCl. The product is [C:5]12([C:15]([C:24]3[CH:23]=[CH:22][C:21]([OH:25])=[CH:20][C:19]=3[F:18])=[O:16])[CH2:14][CH:9]3[CH2:10][CH:11]([CH2:13][CH:7]([CH2:8]3)[CH2:6]1)[CH2:12]2. The yield is 0.480. (2) The reactants are Br[C:2]1[C:3]2[C:7]([CH:8]=[CH:9][C:10]=1[F:11])=[N:6][N:5]1[C:12]([CH:17]3[CH2:22][CH2:21][N:20]([C:23]([O:25][C:26]([CH3:29])([CH3:28])[CH3:27])=[O:24])[CH2:19][CH2:18]3)=[CH:13][C:14](=[O:16])[NH:15][C:4]=21.[C:30]1(B(O)O)[CH:35]=[CH:34][CH:33]=[CH:32][CH:31]=1.P([O-])([O-])([O-])=O.[K+].[K+].[K+]. The catalyst is O1CCCC1.O. The product is [F:11][C:10]1[CH:9]=[CH:8][C:7]2[C:3](=[C:4]3[NH:15][C:14](=[O:16])[CH:13]=[C:12]([CH:17]4[CH2:22][CH2:21][N:20]([C:23]([O:25][C:26]([CH3:29])([CH3:28])[CH3:27])=[O:24])[CH2:19][CH2:18]4)[N:5]3[N:6]=2)[C:2]=1[C:30]1[CH:35]=[CH:34][CH:33]=[CH:32][CH:31]=1. The yield is 0.460.